Task: Predict the reaction yield, written as a fraction of the theoretical maximum amount of product (1.0 means a 100% yield; for example, 0.34 means a 34% yield).. Dataset: Reaction yield outcomes from USPTO patents with 853,638 reactions The yield is 0.820. The product is [C:1]([O:5][C:6]([N:8]([CH2:29][O:30][CH2:31][CH2:32][Si:33]([CH3:36])([CH3:35])[CH3:34])[C:9]1[S:10][C@:11]2([C:24]([O:26][CH2:27][CH3:28])=[O:25])[C@H:12]([C@:13]([C:16]3[CH:21]=[CH:20][CH:19]=[C:18]([F:22])[C:17]=3[F:23])([CH3:15])[N:14]=1)[CH2:37]2)=[O:7])([CH3:4])([CH3:3])[CH3:2]. The catalyst is CS(C)=O. The reactants are [C:1]([O:5][C:6]([N:8]([CH2:29][O:30][CH2:31][CH2:32][Si:33]([CH3:36])([CH3:35])[CH3:34])[C:9]1[S:10][C:11]([C:24]([O:26][CH2:27][CH3:28])=[O:25])=[CH:12][C@:13]([C:16]2[CH:21]=[CH:20][CH:19]=[C:18]([F:22])[C:17]=2[F:23])([CH3:15])[N:14]=1)=[O:7])([CH3:4])([CH3:3])[CH3:2].[CH2:37]1COCC1.